Dataset: Peptide-MHC class I binding affinity with 185,985 pairs from IEDB/IMGT. Task: Regression. Given a peptide amino acid sequence and an MHC pseudo amino acid sequence, predict their binding affinity value. This is MHC class I binding data. (1) The peptide sequence is SPVRKAAYPA. The MHC is Patr-A0701 with pseudo-sequence Patr-A0701. The binding affinity (normalized) is 0. (2) The peptide sequence is SYFPDSNNV. The MHC is HLA-B15:17 with pseudo-sequence HLA-B15:17. The binding affinity (normalized) is 0.0847. (3) The peptide sequence is TTILTPMLR. The MHC is HLA-A11:01 with pseudo-sequence HLA-A11:01. The binding affinity (normalized) is 0.449. (4) The peptide sequence is GEFGRAKGS. The MHC is HLA-B44:03 with pseudo-sequence HLA-B44:03. The binding affinity (normalized) is 0.180. (5) The peptide sequence is TRDHVNLVL. The MHC is HLA-A24:03 with pseudo-sequence HLA-A24:03. The binding affinity (normalized) is 0.0847. (6) The peptide sequence is QQYAGWSAL. The MHC is HLA-A26:03 with pseudo-sequence HLA-A26:03. The binding affinity (normalized) is 0.349. (7) The peptide sequence is YKGVYQFK. The MHC is H-2-Kb with pseudo-sequence H-2-Kb. The binding affinity (normalized) is 0.0345. (8) The peptide sequence is SVIDHIHYM. The MHC is HLA-A03:19 with pseudo-sequence YFAMYQENVAQTDVDTLYIIFHYYTWAELAYTWY. The binding affinity (normalized) is 0.363. (9) The peptide sequence is CRRLNTKYL. The MHC is HLA-C06:02 with pseudo-sequence HLA-C06:02. The binding affinity (normalized) is 0.523.